From a dataset of Forward reaction prediction with 1.9M reactions from USPTO patents (1976-2016). Predict the product of the given reaction. (1) The product is: [CH2:1]([O:3][C:4](=[O:23])[CH:5]([N:6]([CH:20]1[CH2:22][CH2:21]1)[C:7](=[O:19])[C:8]1[CH:9]=[CH:10][C:11]([O:14][C:15]([F:16])([F:17])[F:18])=[CH:12][CH:13]=1)[C:36]([C:34]1[CH:33]=[N:32][N:31]([CH2:24][C:25]2[CH:30]=[CH:29][CH:28]=[CH:27][CH:26]=2)[CH:35]=1)=[O:37])[CH3:2]. Given the reactants [CH2:1]([O:3][C:4](=[O:23])[CH2:5][N:6]([CH:20]1[CH2:22][CH2:21]1)[C:7](=[O:19])[C:8]1[CH:13]=[CH:12][C:11]([O:14][C:15]([F:18])([F:17])[F:16])=[CH:10][CH:9]=1)[CH3:2].[CH2:24]([N:31]1[CH:35]=[C:34]([C:36](O)=[O:37])[CH:33]=[N:32]1)[C:25]1[CH:30]=[CH:29][CH:28]=[CH:27][CH:26]=1, predict the reaction product. (2) Given the reactants CON(C)[C:4]([C@@H:6]1[CH2:8][C@H:7]1[C:9]1[CH:14]=[CH:13][CH:12]=[CH:11][C:10]=1[F:15])=[O:5].[OH-:17].[Na+], predict the reaction product. The product is: [F:15][C:10]1[CH:11]=[CH:12][CH:13]=[CH:14][C:9]=1[C@H:7]1[CH2:8][C@@H:6]1[C:4]([OH:17])=[O:5]. (3) The product is: [CH3:13][S:10]([C:8]1[CH:9]=[C:4]([CH:3]=[O:2])[C:5]([O:14][CH3:15])=[N:6][CH:7]=1)(=[O:12])=[O:11]. Given the reactants C[O:2][CH:3](OC)[C:4]1[C:5]([O:14][CH3:15])=[N:6][CH:7]=[C:8]([S:10]([CH3:13])(=[O:12])=[O:11])[CH:9]=1.Cl.C(=O)([O-])[O-].[Na+].[Na+], predict the reaction product. (4) Given the reactants [Cl:1][C:2]1[CH:3]=[C:4]([C:9]2([CH2:15][CH2:16][OH:17])[O:14][CH2:13][CH2:12][NH:11][CH2:10]2)[CH:5]=[CH:6][C:7]=1[Cl:8].C(N(CC)CC)C.[CH3:25][O:26][C:27]1[CH:28]=[C:29]([CH:33]=[C:34]([O:38][CH3:39])[C:35]=1[O:36][CH3:37])[C:30](Cl)=[O:31].CN(C1C=CC=CN=1)C.[Cl:49][C:50]1[CH:55]=[CH:54][C:53]([S:56](Cl)(=[O:58])=[O:57])=[CH:52][CH:51]=1.CC1CCCCC1, predict the reaction product. The product is: [Cl:49][C:50]1[CH:55]=[CH:54][C:53]([S:56]([O:17][CH2:16][CH2:15][C:9]2([C:4]3[CH:5]=[CH:6][C:7]([Cl:8])=[C:2]([Cl:1])[CH:3]=3)[O:14][CH2:13][CH2:12][N:11]([C:30](=[O:31])[C:29]3[CH:28]=[C:27]([O:26][CH3:25])[C:35]([O:36][CH3:37])=[C:34]([O:38][CH3:39])[CH:33]=3)[CH2:10]2)(=[O:58])=[O:57])=[CH:52][CH:51]=1. (5) The product is: [OH:17][C:18]1[C:19](=[O:25])[NH:20][C:21]([CH3:24])=[N:22][C:23]=1[N:8]=[N:1][C:2]1[CH:7]=[CH:6][CH:5]=[CH:4][CH:3]=1. Given the reactants [NH2:1][C:2]1[CH:7]=[CH:6][CH:5]=[CH:4][CH:3]=1.[N:8]([O-])=O.[Na+].C([O-])(=O)C.[Na+].[OH:17][C:18]1[C:19](=[O:25])[NH:20][C:21]([CH3:24])=[N:22][CH:23]=1, predict the reaction product. (6) Given the reactants [CH2:1]([N:8]1[CH2:12][CH2:11][CH2:10][CH:9]1[CH2:13]Cl)[C:2]1[CH:7]=[CH:6][CH:5]=[CH:4][CH:3]=1.[C-:15]#[N:16].[Na+], predict the reaction product. The product is: [CH2:1]([N:8]1[CH2:12][CH2:11][CH2:10][CH:9]1[CH2:13][C:15]#[N:16])[C:2]1[CH:7]=[CH:6][CH:5]=[CH:4][CH:3]=1. (7) Given the reactants Br[C:2]1[CH:3]=[C:4]2[C:10]([C@@H:11]([C:13]3[C:18]([O:19][CH3:20])=[CH:17][CH:16]=[C:15]([F:21])[C:14]=3[Cl:22])[CH3:12])=[CH:9][NH:8][C:5]2=[N:6][CH:7]=1.[CH3:23][C:24]1[C:28](B2OC(C)(C)C(C)(C)O2)=[CH:27][N:26]([C@H:38]2[CH2:43][CH2:42][C@H:41]([C:44]([O:46][CH2:47][CH3:48])=[O:45])[CH2:40][CH2:39]2)[N:25]=1.[F-].[K+].O, predict the reaction product. The product is: [Cl:22][C:14]1[C:15]([F:21])=[CH:16][CH:17]=[C:18]([O:19][CH3:20])[C:13]=1[C@H:11]([C:10]1[C:4]2[C:5](=[N:6][CH:7]=[C:2]([C:28]3[C:24]([CH3:23])=[N:25][N:26]([C@H:38]4[CH2:39][CH2:40][C@H:41]([C:44]([O:46][CH2:47][CH3:48])=[O:45])[CH2:42][CH2:43]4)[CH:27]=3)[CH:3]=2)[NH:8][CH:9]=1)[CH3:12].